Dataset: Catalyst prediction with 721,799 reactions and 888 catalyst types from USPTO. Task: Predict which catalyst facilitates the given reaction. The catalyst class is: 6. Reactant: [Cl:1][C:2]1[CH:3]=[CH:4][C:5]([O:10][CH2:11][C:12]([N:14]2[CH2:19][C@H:18]([CH3:20])[N:17]([CH2:21][C:22]3[CH:27]=[CH:26][C:25]([F:28])=[CH:24][CH:23]=3)[CH2:16][C@H:15]2[CH3:29])=[O:13])=[C:6]([CH:9]=1)[CH:7]=O.C(O)(=O)C.ClC(Cl)C.[CH2:38]([N:40]([CH2:43][CH2:44][NH2:45])[CH2:41][CH3:42])[CH3:39].C([BH3-])#N.[Na+].C(=O)(O)[O-].[Na+]. Product: [Cl:1][C:2]1[CH:3]=[CH:4][C:5]([O:10][CH2:11][C:12]([N:14]2[CH2:19][C@H:18]([CH3:20])[N:17]([CH2:21][C:22]3[CH:23]=[CH:24][C:25]([F:28])=[CH:26][CH:27]=3)[CH2:16][C@H:15]2[CH3:29])=[O:13])=[C:6]([CH2:7][NH:45][CH2:44][CH2:43][N:40]([CH2:41][CH3:42])[CH2:38][CH3:39])[CH:9]=1.